Dataset: Forward reaction prediction with 1.9M reactions from USPTO patents (1976-2016). Task: Predict the product of the given reaction. (1) Given the reactants Cl[CH2:2][Si:3]([O:8][CH3:9])([O:6][CH3:7])[O:4][CH3:5].[C:10]([O-:15])(=[O:14])[C:11]([CH3:13])=[CH2:12].[K+], predict the reaction product. The product is: [C:10]([O:15][CH2:2][Si:3]([O:8][CH3:9])([O:6][CH3:7])[O:4][CH3:5])(=[O:14])[C:11]([CH3:13])=[CH2:12]. (2) Given the reactants CC1C=CC(S(O[CH2:12][CH:13]2[CH2:17][C:16]3[CH:18]=[CH:19][CH:20]=[C:21]([C:22]4[C:27]([Cl:28])=[CH:26][CH:25]=[CH:24][C:23]=4[Cl:29])[C:15]=3[O:14]2)(=O)=O)=CC=1.[CH3:30][NH2:31], predict the reaction product. The product is: [CH3:30][NH:31][CH2:12][CH:13]1[CH2:17][C:16]2[CH:18]=[CH:19][CH:20]=[C:21]([C:22]3[C:27]([Cl:28])=[CH:26][CH:25]=[CH:24][C:23]=3[Cl:29])[C:15]=2[O:14]1. (3) The product is: [OH:30][C:5]1[C:6]([CH2:27][CH2:28][CH3:29])=[C:7]([O:8][CH2:9][C:10]2[CH:15]=[CH:14][CH:13]=[C:12]([S:16][C:17]3[CH:24]=[C:23]([C:36]4[N:31]=[N:32][NH:33][N:38]=4)[CH:20]=[CH:19][N:18]=3)[CH:11]=2)[CH:25]=[CH:26][C:4]=1[C:1](=[O:3])[CH3:2]. Given the reactants [C:1]([C:4]1[CH:26]=[CH:25][C:7]([O:8][CH2:9][C:10]2[CH:11]=[C:12]([S:16][C:17]3[CH:24]=[CH:23][C:20](C#N)=[CH:19][N:18]=3)[CH:13]=[CH:14][CH:15]=2)=[C:6]([CH2:27][CH2:28][CH3:29])[C:5]=1[OH:30])(=[O:3])[CH3:2].[N-:31]=[N+:32]=[N-:33].[Na+].Cl.[CH2:36]([N:38](CC)CC)C, predict the reaction product. (4) Given the reactants [F:1][C:2]([F:14])([F:13])[C:3]([NH:5][CH2:6][C@H:7]1[C@@H:11]([OH:12])[CH2:10][NH:9][CH2:8]1)=[O:4].[Cl:15][C:16]1[CH:17]=[N:18][C:19]2[CH:20]=[CH:21][C:22](=[O:30])[N:23]([CH3:29])[C:24]=2[C:25]=1[CH2:26][CH:27]=O, predict the reaction product. The product is: [Cl:15][C:16]1[CH:17]=[N:18][C:19]2[CH:20]=[CH:21][C:22](=[O:30])[N:23]([CH3:29])[C:24]=2[C:25]=1[CH2:26][CH2:27][N:9]1[CH2:10][C@H:11]([OH:12])[C@H:7]([CH2:6][NH:5][C:3](=[O:4])[C:2]([F:1])([F:13])[F:14])[CH2:8]1.